The task is: Predict the reactants needed to synthesize the given product.. This data is from Full USPTO retrosynthesis dataset with 1.9M reactions from patents (1976-2016). (1) Given the product [ClH:13].[CH3:15][O:9][C:8](=[O:10])[C@H:2]([CH2:3][S:4](=[O:6])([OH:7])=[O:5])[NH2:1], predict the reactants needed to synthesize it. The reactants are: [NH2:1][C@H:2]([C:8]([OH:10])=[O:9])[CH2:3][S:4](=[O:7])([OH:6])=[O:5].S(Cl)([Cl:13])=O.[CH3:15]O. (2) Given the product [OH:1][C:2]1[CH:7]=[C:6]([O:8][CH2:16][C:15]#[CH:14])[CH:5]=[CH:4][C:3]=1[C:9](=[O:12])[CH2:10][CH3:11], predict the reactants needed to synthesize it. The reactants are: [OH:1][C:2]1[CH:7]=[C:6]([OH:8])[CH:5]=[CH:4][C:3]=1[C:9](=[O:12])[CH2:10][CH3:11].Br[CH2:14][C:15]#[CH:16].C([O-])([O-])=O.[K+].[K+].